The task is: Predict which catalyst facilitates the given reaction.. This data is from Catalyst prediction with 721,799 reactions and 888 catalyst types from USPTO. Reactant: [C:1]1(/[CH:7]=[CH:8]/[C:9]2[CH:14]=[CH:13][CH:12]=[CH:11][CH:10]=2)[CH:6]=[CH:5][CH:4]=[CH:3][CH:2]=1. Product: [C:1]1([CH2:7][CH2:8][C:9]2[CH:10]=[CH:11][CH:12]=[CH:13][CH:14]=2)[CH:6]=[CH:5][CH:4]=[CH:3][CH:2]=1.[C:1]1(/[CH:7]=[CH:8]/[C:9]2[CH:10]=[CH:11][CH:12]=[CH:13][CH:14]=2)[CH:6]=[CH:5][CH:4]=[CH:3][CH:2]=1. The catalyst class is: 123.